Dataset: Catalyst prediction with 721,799 reactions and 888 catalyst types from USPTO. Task: Predict which catalyst facilitates the given reaction. (1) Product: [C:24]1([S:30][C:31]2[C:32]3[CH:47]=[C:46]4[C:41]([CH:42]=[CH:43][CH:44]=[CH:45]4)=[CH:40][C:33]=3[S:34][CH:35]=2)[CH:29]=[CH:28][CH:27]=[CH:26][CH:25]=1. Reactant: C1COCC1.[F-].C([N+](CCCC)(CCCC)CCCC)CCC.[C:24]1([S:30][C:31]2[C:32]3[CH:47]=[C:46]4[C:41]([CH:42]=[CH:43][CH:44]=[CH:45]4)=[CH:40][C:33]=3[S:34][C:35]=2[Si](C)(C)C)[CH:29]=[CH:28][CH:27]=[CH:26][CH:25]=1. The catalyst class is: 6. (2) Reactant: [K+].[Br-].CC1SC=C(/C=C/[C@H]2OC(=O)C[C@H](O)C(C)(C)C(=O)[C@H](C)[C@@H](O)[C@@H](C)CCC[C@H]3O[C@H]3C2)N=1.[CH3:36][C:37]1[S:41][CH:40]=[C:39](/[CH:42]=[C:43](/[C@H:46]2[O:64][C:62](=[O:63])[CH2:61][C@H:60]([OH:65])[C:59](C)([CH3:66])[C:57](=[O:58])[C@H:56]([CH3:68])[C@@H:55]([OH:69])[C@@H:54]([CH3:70])[CH2:53][CH2:52][CH2:51][C@H:49]3O[C@H:48]3[CH2:47]2)\[CH2:44]O)[N:38]=1.CC1SC=C(/C=C(/[C@H]2OC(=O)C[C@H](O)[C@@H](C)C(=O)[C@H](C)[C@@H](O)[C@@H](C)CCCC(C)=CC2)\C)N=1. Product: [CH3:36][C:37]1[S:41][CH:40]=[C:39](/[CH:42]=[C:43](/[C@H:46]2[O:64][C:62](=[O:63])[CH2:61][C@H:60]([OH:65])[C@H:59]([CH3:66])[C:57](=[O:58])[C@H:56]([CH3:68])[C@@H:55]([OH:69])[C@@H:54]([CH3:70])[CH2:53][CH2:52][CH2:51][CH:49]=[CH:48][CH2:47]2)\[CH3:44])[N:38]=1. The catalyst class is: 5. (3) Reactant: [CH:1]1([C:7]2[C:16]3[C:11](=[CH:12][CH:13]=[C:14]([C:17]([OH:19])=O)[CH:15]=3)[CH2:10][CH2:9][N:8]=2)[CH2:6][CH2:5][CH2:4][CH2:3][CH2:2]1.C(N(CC)C(C)C)(C)C.[CH3:29][CH:30]([CH3:33])[CH2:31][NH2:32].O. Product: [CH:1]1([C:7]2[C:16]3[C:11](=[CH:12][CH:13]=[C:14]([C:17]([NH:32][CH2:31][CH:30]([CH3:33])[CH3:29])=[O:19])[CH:15]=3)[CH2:10][CH2:9][N:8]=2)[CH2:2][CH2:3][CH2:4][CH2:5][CH2:6]1. The catalyst class is: 2. (4) Product: [CH3:89][O:88][C:85]1[CH:86]=[CH:87][C:82]([CH2:81][NH:80][C:78]2[O:79][C:75]([C:72]3[CH:73]=[C:74]4[C:69](=[CH:70][CH:71]=3)[N:68]([S:90]([C:93]3[CH:94]=[CH:95][C:96]([CH3:97])=[CH:98][CH:99]=3)(=[O:91])=[O:92])[CH:67]=[C:66]4[C:52]3[CH:53]=[N:54][CH:55]=[C:50]([N:45]4[CH2:46][CH2:47][CH2:48][CH2:49][CH:44]4[CH3:43])[N:51]=3)=[N:76][N:77]=2)=[CH:83][CH:84]=1. The catalyst class is: 110. Reactant: [O-]P([O-])([O-])=O.[K+].[K+].[K+].CC(C1C=C(C(C)C)C(C2C=CC=CC=2P(C2CCCCC2)C2CCCCC2)=C(C(C)C)C=1)C.[CH3:43][CH:44]1[CH2:49][CH2:48][CH2:47][CH2:46][N:45]1[C:50]1[CH:55]=[N:54][CH:53]=[C:52](B2OC(C)(C)C(C)(C)O2)[N:51]=1.I[C:66]1[C:74]2[C:69](=[CH:70][CH:71]=[C:72]([C:75]3[O:79][C:78]([NH:80][CH2:81][C:82]4[CH:87]=[CH:86][C:85]([O:88][CH3:89])=[CH:84][CH:83]=4)=[N:77][N:76]=3)[CH:73]=2)[N:68]([S:90]([C:93]2[CH:99]=[CH:98][C:96]([CH3:97])=[CH:95][CH:94]=2)(=[O:92])=[O:91])[CH:67]=1. (5) Reactant: [O:1]=[C:2]1[C:10]2[C:5](=[CH:6][CH:7]=[CH:8][CH:9]=2)[C:4](=[O:11])[N:3]1[CH2:12][C:13]([NH:15][C:16]1[CH:17]=[C:18]([NH:23]C(=O)OC(C)(C)C)[CH:19]=[CH:20][C:21]=1[CH3:22])=[O:14].NC1C=C(NC(=O)OC(C)(C)C)C=CC=1C.O=C1C2C(=CC=CC=2)C(=O)N1CC(Cl)=O.C(N(C(C)C)CC)(C)C.[Cl-].[Na+]. Product: [NH2:23][C:18]1[CH:19]=[CH:20][C:21]([CH3:22])=[C:16]([NH:15][C:13](=[O:14])[CH2:12][N:3]2[C:4](=[O:11])[C:5]3[C:10](=[CH:9][CH:8]=[CH:7][CH:6]=3)[C:2]2=[O:1])[CH:17]=1. The catalyst class is: 2. (6) Reactant: C([O:3][C:4](=O)[CH2:5][C:6]1[N:11]=[C:10]2[S:12][CH:13]=[C:14]([C:15]3[CH:20]=[CH:19][CH:18]=[CH:17][CH:16]=3)[C:9]2=[C:8]([NH:21][CH2:22][C:23]2[CH:28]=[CH:27][CH:26]=[CH:25][N:24]=2)[CH:7]=1)C.[H-].C([Al+]CC(C)C)C(C)C.O.[C@H](O)(C([O-])=O)[C@@H](O)C([O-])=O.[Na+].[K+]. Product: [C:15]1([C:14]2[C:9]3[C:10](=[N:11][C:6]([CH2:5][CH2:4][OH:3])=[CH:7][C:8]=3[NH:21][CH2:22][C:23]3[CH:28]=[CH:27][CH:26]=[CH:25][N:24]=3)[S:12][CH:13]=2)[CH:16]=[CH:17][CH:18]=[CH:19][CH:20]=1. The catalyst class is: 1. (7) Reactant: [C:1]([O:5][C:6](=[O:34])[NH:7][C@@H:8]1[C:14](=[O:15])[N:13]([CH2:16][C:17]2[C:26]3[C:21](=[CH:22][C:23]([Br:27])=[CH:24][CH:25]=3)[CH:20]=[CH:19][C:18]=2[O:28][CH3:29])[C:12]2[CH:30]=[CH:31][CH:32]=[CH:33][C:11]=2[NH:10][CH2:9]1)([CH3:4])([CH3:3])[CH3:2].[C:35]([C:38]1[CH:46]=[CH:45][C:41]([C:42](O)=[O:43])=[CH:40][CH:39]=1)(=[O:37])[CH3:36].O=P(Cl)(Cl)Cl. Product: [C:35]([C:38]1[CH:46]=[CH:45][C:41]([C:42]([N:10]2[CH2:9][C@H:8]([NH:7][C:6](=[O:34])[O:5][C:1]([CH3:4])([CH3:2])[CH3:3])[C:14](=[O:15])[N:13]([CH2:16][C:17]3[C:26]4[C:21](=[CH:22][C:23]([Br:27])=[CH:24][CH:25]=4)[CH:20]=[CH:19][C:18]=3[O:28][CH3:29])[C:12]3[CH:30]=[CH:31][CH:32]=[CH:33][C:11]2=3)=[O:43])=[CH:40][CH:39]=1)(=[O:37])[CH3:36]. The catalyst class is: 436.